Regression. Given two drug SMILES strings and cell line genomic features, predict the synergy score measuring deviation from expected non-interaction effect. From a dataset of NCI-60 drug combinations with 297,098 pairs across 59 cell lines. (1) Drug 1: C1CC(C1)(C(=O)O)C(=O)O.[NH2-].[NH2-].[Pt+2]. Drug 2: CC12CCC3C(C1CCC2OP(=O)(O)O)CCC4=C3C=CC(=C4)OC(=O)N(CCCl)CCCl.[Na+]. Cell line: SK-MEL-5. Synergy scores: CSS=18.6, Synergy_ZIP=-3.54, Synergy_Bliss=3.34, Synergy_Loewe=-9.94, Synergy_HSA=4.56. (2) Drug 1: C#CCC(CC1=CN=C2C(=N1)C(=NC(=N2)N)N)C3=CC=C(C=C3)C(=O)NC(CCC(=O)O)C(=O)O. Drug 2: C(CN)CNCCSP(=O)(O)O. Cell line: MDA-MB-231. Synergy scores: CSS=-3.93, Synergy_ZIP=2.73, Synergy_Bliss=3.59, Synergy_Loewe=-3.02, Synergy_HSA=-2.39. (3) Drug 1: C1CCC(C1)C(CC#N)N2C=C(C=N2)C3=C4C=CNC4=NC=N3. Drug 2: C1=CC=C(C=C1)NC(=O)CCCCCCC(=O)NO. Cell line: SNB-19. Synergy scores: CSS=4.44, Synergy_ZIP=2.02, Synergy_Bliss=2.24, Synergy_Loewe=-2.57, Synergy_HSA=-1.06.